Dataset: Peptide-MHC class II binding affinity with 134,281 pairs from IEDB. Task: Regression. Given a peptide amino acid sequence and an MHC pseudo amino acid sequence, predict their binding affinity value. This is MHC class II binding data. (1) The peptide sequence is YDKFLAWVSTVLTGK. The MHC is DRB1_0401 with pseudo-sequence DRB1_0401. The binding affinity (normalized) is 0.606. (2) The peptide sequence is QIDAFIANAGATADS. The MHC is HLA-DQA10201-DQB10202 with pseudo-sequence HLA-DQA10201-DQB10202. The binding affinity (normalized) is 0.246.